From a dataset of Full USPTO retrosynthesis dataset with 1.9M reactions from patents (1976-2016). Predict the reactants needed to synthesize the given product. (1) Given the product [Cl:38][C:22]1[C:23]([CH2:25][O:26][C:27]2[CH:28]=[N:29][C:30]([O:34][CH:35]([CH3:37])[CH3:36])=[C:31]([Cl:33])[CH:32]=2)=[CH:24][C:19]2[O:18][N:17]=[C:16]([NH2:8])[C:20]=2[CH:21]=1, predict the reactants needed to synthesize it. The reactants are: C(OC([N:8]([C:16]1[C:20]2[CH:21]=[C:22]([Cl:38])[C:23]([CH2:25][O:26][C:27]3[CH:28]=[N:29][C:30]([O:34][CH:35]([CH3:37])[CH3:36])=[C:31]([Cl:33])[CH:32]=3)=[CH:24][C:19]=2[O:18][N:17]=1)C(=O)OC(C)(C)C)=O)(C)(C)C. (2) The reactants are: [Cl:1][C:2]1[CH:3]=[CH:4][C:5]2[N:9]=[C:8]([CH2:10][N:11]3[CH2:16][CH2:15][N:14]([CH2:17][C:18]4[CH:25]=[CH:24][C:21]([C:22]#[N:23])=[CH:20][CH:19]=4)[C:13](=[O:26])[CH2:12]3)[NH:7][C:6]=2[CH:27]=1.C(OC([N:38]1CCN(CC2C=CC(C#N)=CC=2)C(=O)C1)=O)C1C=CC=CC=1.ClC1C=CC2NC(CCl)=NC=2C=1. Given the product [Cl:1][C:2]1[CH:3]=[CH:4][C:5]2[N:9]=[C:8]([CH2:10][N:11]3[CH2:16][CH2:15][N:14]([CH2:17][C:18]4[CH:25]=[CH:24][C:21]([C:22]([NH2:38])=[NH:23])=[CH:20][CH:19]=4)[C:13](=[O:26])[CH2:12]3)[NH:7][C:6]=2[CH:27]=1, predict the reactants needed to synthesize it. (3) Given the product [CH2:25]([O:24][C:22]1[CH:21]=[C:4]([CH:3]=[C:2]([B:30]2[O:31][C:32]([CH3:34])([CH3:33])[C:28]([CH3:44])([CH3:27])[O:29]2)[CH:23]=1)[CH2:5][O:6][C:7]1[CH:12]=[CH:11][CH:10]=[CH:9][C:8]=1[CH2:13][C:14]([O:16][C:17]([CH3:20])([CH3:19])[CH3:18])=[O:15])[CH3:26], predict the reactants needed to synthesize it. The reactants are: Br[C:2]1[CH:3]=[C:4]([CH:21]=[C:22]([O:24][CH2:25][CH3:26])[CH:23]=1)[CH2:5][O:6][C:7]1[CH:12]=[CH:11][CH:10]=[CH:9][C:8]=1[CH2:13][C:14]([O:16][C:17]([CH3:20])([CH3:19])[CH3:18])=[O:15].[CH3:27][C:28]1([CH3:44])[C:32]([CH3:34])([CH3:33])[O:31][B:30]([B:30]2[O:31][C:32]([CH3:34])([CH3:33])[C:28]([CH3:44])([CH3:27])[O:29]2)[O:29]1.CC([O-])=O.[K+].ClCCl. (4) Given the product [C:24]([O:28][C:29]([N:31]1[CH2:35][C@H:34]([F:36])[CH2:33][C@H:32]1[C:37]([NH:2][CH2:3][C:4]1[N:9]=[CH:8][C:7]([C:10]([O:12][CH3:13])=[O:11])=[C:6]([C:14]2[CH:15]=[N:16][C:17]([C:20]([F:23])([F:22])[F:21])=[CH:18][CH:19]=2)[CH:5]=1)=[O:38])=[O:30])([CH3:27])([CH3:26])[CH3:25], predict the reactants needed to synthesize it. The reactants are: Cl.[NH2:2][CH2:3][C:4]1[N:9]=[CH:8][C:7]([C:10]([O:12][CH3:13])=[O:11])=[C:6]([C:14]2[CH:15]=[N:16][C:17]([C:20]([F:23])([F:22])[F:21])=[CH:18][CH:19]=2)[CH:5]=1.[C:24]([O:28][C:29]([N:31]1[CH2:35][C@H:34]([F:36])[CH2:33][C@H:32]1[C:37](O)=[O:38])=[O:30])([CH3:27])([CH3:26])[CH3:25].CN(C(ON1N=NC2C=CC=NC1=2)=[N+](C)C)C.F[P-](F)(F)(F)(F)F.CCN(C(C)C)C(C)C.